Dataset: Full USPTO retrosynthesis dataset with 1.9M reactions from patents (1976-2016). Task: Predict the reactants needed to synthesize the given product. (1) The reactants are: [F:1][C:2]1[CH:7]=[CH:6][C:5]([F:8])=[CH:4][C:3]=1[C:9]1[S:13][C:12]([CH2:20][CH2:21][CH2:22][NH:23][C:24]#[N:25])([C:14]2[CH:19]=[CH:18][CH:17]=[CH:16][CH:15]=2)[N:11]([C:26](=[O:30])[CH:27]([CH3:29])[CH3:28])[N:10]=1.Cl.[CH3:32][O:33][NH2:34].C(N(CC)CC)C. Given the product [F:1][C:2]1[CH:7]=[CH:6][C:5]([F:8])=[CH:4][C:3]=1[C:9]1[S:13][C:12]([CH2:20][CH2:21][CH2:22][NH:23]/[C:24](/[NH2:25])=[N:34]\[O:33][CH3:32])([C:14]2[CH:19]=[CH:18][CH:17]=[CH:16][CH:15]=2)[N:11]([C:26](=[O:30])[CH:27]([CH3:28])[CH3:29])[N:10]=1, predict the reactants needed to synthesize it. (2) Given the product [CH3:14][C:11]1[N:10]=[C:9]([C:15]#[N:16])[C:8]([C:19]2[CH:24]=[N:23][CH:22]=[CH:21][N:20]=2)=[CH:13][CH:12]=1, predict the reactants needed to synthesize it. The reactants are: CC1(C)COB([C:8]2[C:9]([C:15]#[N:16])=[N:10][C:11]([CH3:14])=[CH:12][CH:13]=2)OC1.I[C:19]1[CH:24]=[N:23][CH:22]=[CH:21][N:20]=1.[F-].[Cs+]. (3) Given the product [CH3:24][O:25][CH2:26][CH2:27][O:28][CH2:29][C:30]1[CH:35]=[CH:34][C:33]([C:36]2[CH:37]=[CH:38][C:39]([C:42]([CH3:49])([CH3:48])[C:43]([OH:45])=[O:44])=[CH:40][CH:41]=2)=[CH:32][CH:31]=1, predict the reactants needed to synthesize it. The reactants are: CC(C1C=CC(B2OC(C)(C)C(C)(C)O2)=CC=1)(C)C(OCC)=O.[CH3:24][O:25][CH2:26][CH2:27][O:28][CH2:29][C:30]1[CH:35]=[CH:34][C:33]([C:36]2[CH:41]=[CH:40][C:39]([C:42]([CH3:49])([CH3:48])[C:43]([O:45]CC)=[O:44])=[CH:38][CH:37]=2)=[CH:32][CH:31]=1.[OH-].[Li+]. (4) Given the product [BrH:40].[CH:28]1([NH:27][C:26]([CH:25]2[CH2:24][S:23][CH2:22][N:21]2[C:19](=[O:20])[CH:15]([NH2:14])[CH:16]([CH3:18])[CH3:17])=[O:38])[C:37]2[C:32](=[CH:33][CH:34]=[CH:35][CH:36]=2)[CH2:31][CH2:30][CH2:29]1, predict the reactants needed to synthesize it. The reactants are: C(O)(=O)C.C(OC(=O)[NH:14][CH:15]([C:19]([N:21]1[CH:25]([C:26](=[O:38])[NH:27][CH:28]2[C:37]3[C:32](=[CH:33][CH:34]=[CH:35][CH:36]=3)[CH2:31][CH2:30][CH2:29]2)[CH2:24][S:23][CH2:22]1)=[O:20])[CH:16]([CH3:18])[CH3:17])C1C=CC=CC=1.[BrH:40]. (5) Given the product [CH2:19]([O:5][C:4](=[O:6])[C:3]1[CH:7]=[CH:8][C:9]([N+:11]([O-:13])=[O:12])=[CH:10][C:2]=1[F:1])[CH3:20], predict the reactants needed to synthesize it. The reactants are: [F:1][C:2]1[CH:10]=[C:9]([N+:11]([O-:13])=[O:12])[CH:8]=[CH:7][C:3]=1[C:4]([OH:6])=[O:5].S(=O)(=O)(O)O.[CH2:19](O)[CH3:20]. (6) The reactants are: C([O:3][C:4]([CH:6]1[CH2:11][CH2:10][N:9]([CH2:12][CH2:13][O:14][C:15]2[CH:16]=[C:17]3[C:21](=[CH:22][CH:23]=2)[NH:20][C:19]([C:24]2[C:25](=[O:34])[NH:26][C:27]4[C:32]([CH:33]=2)=[CH:31][CH:30]=[CH:29][CH:28]=4)=[CH:18]3)[CH2:8][CH2:7]1)=[O:5])C.[OH-].[Na+]. Given the product [O:34]=[C:25]1[C:24]([C:19]2[NH:20][C:21]3[C:17]([CH:18]=2)=[CH:16][C:15]([O:14][CH2:13][CH2:12][N:9]2[CH2:8][CH2:7][CH:6]([C:4]([OH:5])=[O:3])[CH2:11][CH2:10]2)=[CH:23][CH:22]=3)=[CH:33][C:32]2[C:27](=[CH:28][CH:29]=[CH:30][CH:31]=2)[NH:26]1, predict the reactants needed to synthesize it.